From a dataset of Reaction yield outcomes from USPTO patents with 853,638 reactions. Predict the reaction yield, written as a fraction of the theoretical maximum amount of product (1.0 means a 100% yield; for example, 0.34 means a 34% yield). (1) The reactants are [CH2:1]([O:3][C:4]([C:6]1[CH:7]=[N:8][C:9]2[C:14]([C:15]=1Cl)=[CH:13][C:12]([Br:17])=[CH:11][CH:10]=2)=[O:5])[CH3:2].Cl.[CH3:19][O:20][C@@H:21]([CH3:24])[CH2:22][NH2:23].C(N(C(C)C)CC)(C)C. The catalyst is C(O)C. The product is [Br:17][C:12]1[CH:13]=[C:14]2[C:9](=[CH:10][CH:11]=1)[N:8]=[CH:7][C:6]([C:4]([O:3][CH2:1][CH3:2])=[O:5])=[C:15]2[NH:23][CH2:22][C@@H:21]([O:20][CH3:19])[CH3:24]. The yield is 1.00. (2) The reactants are CN(C)CCNC.[CH2:8]([Li])[CH2:9][CH2:10]C.[F:13][C:14]([F:24])([F:23])[C:15]1[CH:22]=[CH:21][C:18]([CH:19]=[O:20])=[CH:17][CH:16]=1.C(C=C)=[O:26]. The catalyst is O1CCCC1.CCCCCC. The product is [F:13][C:14]([F:23])([F:24])[C:15]1[CH:22]=[CH:21][C:18]2[CH:19]([OH:26])[O:20][CH:8]([CH:9]=[CH2:10])[C:17]=2[CH:16]=1. The yield is 0.280. (3) The reactants are [Cl:1][C:2]([F:13])([F:12])[C:3]1[N:8]=[CH:7][C:6]([C:9](=[O:11])[CH3:10])=[CH:5][CH:4]=1.[BH4-].[Na+].Cl. The catalyst is CO. The product is [Cl:1][C:2]([F:12])([F:13])[C:3]1[N:8]=[CH:7][C:6]([CH:9]([OH:11])[CH3:10])=[CH:5][CH:4]=1. The yield is 0.930.